Dataset: Forward reaction prediction with 1.9M reactions from USPTO patents (1976-2016). Task: Predict the product of the given reaction. (1) Given the reactants [Cl:1][C:2]1[CH:3]=[C:4]([CH:20]=[CH:21][CH:22]=1)[CH2:5][NH:6][C:7](=[O:19])[C:8]1[CH:13]=[CH:12][C:11]([CH:14]=O)=[C:10]([N+:16]([O-])=O)[CH:9]=1.[NH2:23][CH2:24][CH:25]([N:30]1[CH2:34][CH2:33][O:32][C:31]1=[O:35])[CH2:26][CH:27]([CH3:29])[CH3:28].N1C2C(=CC=CC=2)C=N1, predict the reaction product. The product is: [Cl:1][C:2]1[CH:3]=[C:4]([CH:20]=[CH:21][CH:22]=1)[CH2:5][NH:6][C:7]([C:8]1[CH:13]=[CH:12][C:11]2[C:10]([CH:9]=1)=[N:16][N:23]([CH2:24][CH:25]([N:30]1[CH2:34][CH2:33][O:32][C:31]1=[O:35])[CH2:26][CH:27]([CH3:29])[CH3:28])[CH:14]=2)=[O:19]. (2) Given the reactants [CH2:1]([N:3]1[C:11]2[CH2:10][CH2:9][NH:8][CH:7]([CH2:12][CH2:13][C:14]3[CH:19]=[CH:18][C:17]([C:20]([F:23])([F:22])[F:21])=[CH:16][CH:15]=3)[C:6]=2[C:5]([CH3:24])=[N:4]1)[CH3:2].CCN(C(C)C)C(C)C.[CH3:34][NH:35][C:36]([CH:38](OS(C1C=CC(C)=CC=1)(=O)=O)[C:39]1[CH:44]=[CH:43][CH:42]=[CH:41][CH:40]=1)=[O:37], predict the reaction product. The product is: [CH2:1]([N:3]1[C:11]2[CH2:10][CH2:9][N:8]([CH:38]([C:39]3[CH:44]=[CH:43][CH:42]=[CH:41][CH:40]=3)[C:36]([NH:35][CH3:34])=[O:37])[CH:7]([CH2:12][CH2:13][C:14]3[CH:19]=[CH:18][C:17]([C:20]([F:23])([F:21])[F:22])=[CH:16][CH:15]=3)[C:6]=2[C:5]([CH3:24])=[N:4]1)[CH3:2]. (3) Given the reactants [F:1][CH2:2][C:3](Cl)=[O:4].[Cl:6][C:7]1[CH:13]=[CH:12][C:11]([O:14][CH3:15])=[CH:10][C:8]=1[NH2:9].C(N(CC)CC)C.O, predict the reaction product. The product is: [Cl:6][C:7]1[CH:13]=[CH:12][C:11]([O:14][CH3:15])=[CH:10][C:8]=1[NH:9][C:3](=[O:4])[CH2:2][F:1]. (4) Given the reactants C([O:8][C:9]([C@H:11]([CH3:38])[CH2:12][C@H:13]([NH:27][C:28]([N:30]1[CH:34]=[CH:33][C:32]([C:35]([OH:37])=[O:36])=[N:31]1)=[O:29])[CH2:14][C:15]1[CH:20]=[CH:19][C:18]([C:21]2[CH:26]=[CH:25][CH:24]=[CH:23][CH:22]=2)=[CH:17][CH:16]=1)=[O:10])C1C=CC=CC=1, predict the reaction product. The product is: [C:18]1([C:21]2[CH:26]=[CH:25][CH:24]=[CH:23][CH:22]=2)[CH:19]=[CH:20][C:15]([CH2:14][C@@H:13]([NH:27][C:28]([N:30]2[CH:34]=[CH:33][C:32]([C:35]([OH:37])=[O:36])=[N:31]2)=[O:29])[CH2:12][C@H:11]([C:9]([OH:10])=[O:8])[CH3:38])=[CH:16][CH:17]=1. (5) Given the reactants [C:1]([O:4][C@H:5]1[C@@H:19]([O:20][C:21](=[O:23])[CH3:22])[C@H:18]([O:24][C:25](=[O:27])[CH3:26])[C@@H:17]([CH2:28][O:29][C:30](=[O:32])[CH3:31])[O:16][C@@H:6]1[O:7][C:8]1[CH:13]=[CH:12][C:11](I)=[CH:10][C:9]=1[Cl:15])(=[O:3])[CH3:2].[NH:33]1[C:37]2=[N:38][CH:39]=[C:40]([C:42]#[N:43])[CH:41]=[C:36]2[CH:35]=[CH:34]1.[O-]P([O-])([O-])=O.[K+].[K+].[K+].[C@@H]1(N)CCCC[C@H]1N, predict the reaction product. The product is: [C:1]([O:4][C@H:5]1[C@@H:19]([O:20][C:21](=[O:23])[CH3:22])[C@H:18]([O:24][C:25](=[O:27])[CH3:26])[C@@H:17]([CH2:28][O:29][C:30](=[O:32])[CH3:31])[O:16][C@@H:6]1[O:7][C:8]1[CH:13]=[CH:12][C:11]([N:33]2[C:37]3=[N:38][CH:39]=[C:40]([C:42]#[N:43])[CH:41]=[C:36]3[CH:35]=[CH:34]2)=[CH:10][C:9]=1[Cl:15])(=[O:3])[CH3:2]. (6) Given the reactants [CH3:1][C:2]1[NH:6][C:5]([CH:7]=[O:8])=[CH:4][CH:3]=1.[CH3:9][C:10]([O:13][C:14](O[C:14]([O:13][C:10]([CH3:12])([CH3:11])[CH3:9])=[O:15])=[O:15])([CH3:12])[CH3:11], predict the reaction product. The product is: [CH:7]([C:5]1[N:6]([C:14]([O:13][C:10]([CH3:12])([CH3:11])[CH3:9])=[O:15])[C:2]([CH3:1])=[CH:3][CH:4]=1)=[O:8]. (7) Given the reactants Br[C:2]1[S:3][C:4]([NH:33]C(=O)OC(C)(C)C)=[C:5]([C:7](=[O:32])[NH:8][C:9]2[CH:10]=[N:11][N:12]([CH3:31])[C:13]=2[C@@H:14]2[CH2:20][CH2:19][C@@H:18]([NH:21]C(OC(C)(C)C)=O)[C@@H:17]([O:29][CH3:30])[CH2:16][O:15]2)[N:6]=1.[Cl:41][C:42]1[CH:47]=[CH:46][CH:45]=[C:44]([F:48])[C:43]=1B(O)O, predict the reaction product. The product is: [NH2:33][C:4]1[S:3][C:2]([C:43]2[C:44]([F:48])=[CH:45][CH:46]=[CH:47][C:42]=2[Cl:41])=[N:6][C:5]=1[C:7]([NH:8][C:9]1[CH:10]=[N:11][N:12]([CH3:31])[C:13]=1[C@@H:14]1[CH2:20][CH2:19][C@@H:18]([NH2:21])[C@@H:17]([O:29][CH3:30])[CH2:16][O:15]1)=[O:32]. (8) Given the reactants [Cl:1][C:2]1[CH:7]=[CH:6][C:5]([C:8]2([CH3:35])[CH:12]([C:13]3[CH:18]=[CH:17][C:16]([Cl:19])=[CH:15][CH:14]=3)[N:11]([C:20](Cl)=[O:21])[C:10]([C:23]3[CH:28]=[CH:27][C:26]([O:29][CH3:30])=[CH:25][C:24]=3[O:31][CH:32]([CH3:34])[CH3:33])=[N:9]2)=[CH:4][CH:3]=1.[C:36]([N:39]1[CH2:44][CH2:43][NH:42][CH2:41][CH2:40]1)(=[O:38])[CH3:37], predict the reaction product. The product is: [Cl:1][C:2]1[CH:3]=[CH:4][C:5]([C@@:8]2([CH3:35])[C@@H:12]([C:13]3[CH:14]=[CH:15][C:16]([Cl:19])=[CH:17][CH:18]=3)[N:11]([C:20]([N:42]3[CH2:43][CH2:44][N:39]([C:36](=[O:38])[CH3:37])[CH2:40][CH2:41]3)=[O:21])[C:10]([C:23]3[CH:28]=[CH:27][C:26]([O:29][CH3:30])=[CH:25][C:24]=3[O:31][CH:32]([CH3:33])[CH3:34])=[N:9]2)=[CH:6][CH:7]=1. (9) Given the reactants Cl[C:2]1[N:10]=[C:9]([CH3:11])[N:8]=[C:7]2[C:3]=1[N:4]=[CH:5][N:6]2[CH:12]1[CH2:17][CH2:16][CH2:15][CH2:14][O:13]1.[Cl:18][C:19]1[CH:24]=[CH:23][N:22]=[CH:21][C:20]=1B1OC(C)(C)C(C)(C)O1.C(=O)([O-])[O-].[Cs+].[Cs+], predict the reaction product. The product is: [Cl:18][C:19]1[CH:24]=[CH:23][N:22]=[CH:21][C:20]=1[C:2]1[N:10]=[C:9]([CH3:11])[N:8]=[C:7]2[C:3]=1[N:4]=[CH:5][N:6]2[CH:12]1[CH2:17][CH2:16][CH2:15][CH2:14][O:13]1. (10) Given the reactants C([O:8][C:9](=[O:55])[CH:10]([N:25]1[CH2:36][CH2:35][N:34]([CH2:37][C:38]([O:40]CC)=[O:39])[CH2:33][CH2:32][N:31]([CH2:43][C:44]([O:46]CC)=[O:45])[CH2:30][CH2:29][N:28]([CH2:49][C:50]([O:52]CC)=[O:51])[CH2:27][CH2:26]1)[CH2:11][CH2:12][CH2:13][N:14]1C(=O)C2C(=CC=CC=2)C1=O)C1C=CC=CC=1, predict the reaction product. The product is: [NH2:14][CH2:13][CH2:12][CH2:11][CH:10]([N:25]1[CH2:36][CH2:35][N:34]([CH2:37][C:38]([OH:40])=[O:39])[CH2:33][CH2:32][N:31]([CH2:43][C:44]([OH:46])=[O:45])[CH2:30][CH2:29][N:28]([CH2:49][C:50]([OH:52])=[O:51])[CH2:27][CH2:26]1)[C:9]([OH:55])=[O:8].